Dataset: Catalyst prediction with 721,799 reactions and 888 catalyst types from USPTO. Task: Predict which catalyst facilitates the given reaction. (1) Reactant: [CH3:1][C:2]1[CH:7]=[CH:6][C:5]([NH:8][C:9](=[O:26])[C:10]2[CH:15]=[C:14]([C:16]([F:19])([F:18])[F:17])[CH:13]=[C:12]([N:20]3[CH:24]=[C:23]([CH3:25])[N:22]=[CH:21]3)[CH:11]=2)=[CH:4][C:3]=1[NH:27][C:28]([N:30]1[C:34]2[N:35]=[CH:36][N:37]=[C:38](Cl)[C:33]=2[CH:32]=[CH:31]1)=[O:29].C(Cl)(=O)C.[OH:44][CH:45]([C:47]1[CH:48]=[C:49]([CH:51]=[CH:52][CH:53]=1)[NH2:50])[CH3:46]. Product: [CH3:1][C:2]1[CH:7]=[CH:6][C:5]([NH:8][C:9](=[O:26])[C:10]2[CH:15]=[C:14]([C:16]([F:19])([F:18])[F:17])[CH:13]=[C:12]([N:20]3[CH:24]=[C:23]([CH3:25])[N:22]=[CH:21]3)[CH:11]=2)=[CH:4][C:3]=1[NH:27][C:28]([N:30]1[C:34]2[N:35]=[CH:36][N:37]=[C:38]([NH:50][C:49]3[CH:51]=[CH:52][CH:53]=[C:47]([CH:45]([OH:44])[CH3:46])[CH:48]=3)[C:33]=2[CH:32]=[CH:31]1)=[O:29]. The catalyst class is: 51. (2) Reactant: [Cl:1][CH2:2][C:3](Cl)=[O:4].[NH:6]1[CH2:11][CH2:10][O:9][CH2:8][CH2:7]1.CCN(CC)CC. Product: [Cl:1][CH2:2][C:3]([N:6]1[CH2:11][CH2:10][O:9][CH2:8][CH2:7]1)=[O:4]. The catalyst class is: 2. (3) Reactant: [F:1][C:2]1[CH:7]=[CH:6][C:5]([N:8]2[C:11](=[O:12])[C@H:10]([S:13][CH2:14][C:15]([C:17]3[CH:22]=[CH:21][C:20]([O:23][CH3:24])=[CH:19][CH:18]=3)=[O:16])[C@H:9]2[C:25]2[CH:39]=[CH:38][C:28]([O:29][CH2:30][C:31]([NH:33][CH2:34][C:35](O)=[O:36])=[O:32])=[CH:27][CH:26]=2)=[CH:4][CH:3]=1.Cl.C(OC([NH:48][CH2:49][CH2:50][CH2:51][CH2:52][C@H:53]([C:55]([O:57]C(C)(C)C)=[O:56])[NH2:54])=O)(C)(C)C.CN1CCOCC1.CN(C(ON1N=NC2C=CC=CC1=2)=[N+](C)C)C.[B-](F)(F)(F)F.FC(F)(F)C(O)=O.[BH4-].[Na+]. Product: [F:1][C:2]1[CH:3]=[CH:4][C:5]([N:8]2[C:11](=[O:12])[C@H:10]([S:13][CH2:14][CH:15]([OH:16])[C:17]3[CH:18]=[CH:19][C:20]([O:23][CH3:24])=[CH:21][CH:22]=3)[C@H:9]2[C:25]2[CH:26]=[CH:27][C:28]([O:29][CH2:30][C:31]([NH:33][CH2:34][C:35]([NH:54][C@@H:53]([C:55]([OH:57])=[O:56])[CH2:52][CH2:51][CH2:50][CH2:49][NH2:48])=[O:36])=[O:32])=[CH:38][CH:39]=2)=[CH:6][CH:7]=1. The catalyst class is: 322.